From a dataset of Reaction yield outcomes from USPTO patents with 853,638 reactions. Predict the reaction yield, written as a fraction of the theoretical maximum amount of product (1.0 means a 100% yield; for example, 0.34 means a 34% yield). (1) The reactants are [NH2:1][C:2]1[CH:10]=[C:9]([N+:11]([O-:13])=[O:12])[CH:8]=[CH:7][C:3]=1[C:4](O)=[O:5].B.C1COCC1. The catalyst is C1COCC1. The product is [NH2:1][C:2]1[CH:10]=[C:9]([N+:11]([O-:13])=[O:12])[CH:8]=[CH:7][C:3]=1[CH2:4][OH:5]. The yield is 0.700. (2) The reactants are [Cl:1][C:2]1[CH:7]=[C:6]([Cl:8])[CH:5]=[CH:4][C:3]=1[N:9]1[C:14]2=[N:15][C:16]3[CH:21]=[CH:20][CH:19]=[C:18]([N:22]([CH2:25][CH3:26])[CH2:23][CH3:24])[C:17]=3[N:13]2[CH2:12][CH:11]([OH:27])[CH2:10]1.[CH3:28][S:29](Cl)(=[O:31])=[O:30].[C:33](=O)(O)[O-].[Na+]. The catalyst is N1C=CC=CC=1. The product is [CH3:28][S:29]([O:27][CH:11]1[CH2:12][N:13]2[C:14](=[N:15][C:16]3[CH:21]=[CH:20][CH:19]=[C:18]([N:22]([CH2:23][CH3:24])[CH2:25][CH3:26])[C:17]=32)[N:9]([C:3]2[CH:4]=[CH:5][C:6]([Cl:8])=[CH:7][C:2]=2[Cl:1])[CH2:10][CH2:33]1)(=[O:31])=[O:30]. The yield is 0.990. (3) The reactants are [CH:1]1([C:4]2[C:13]3[C:8](=[CH:9][CH:10]=[CH:11][CH:12]=3)[N:7]=[CH:6][CH:5]=2)[CH2:3][CH2:2]1.[Br:14][CH2:15][C:16]([NH2:18])=[O:17]. The catalyst is CCO. The product is [Br-:14].[NH2:18][C:16](=[O:17])[CH2:15][N+:7]1[C:8]2[C:13](=[CH:12][CH:11]=[CH:10][CH:9]=2)[C:4]([CH:1]2[CH2:3][CH2:2]2)=[CH:5][CH:6]=1. The yield is 0.551. (4) The reactants are [CH3:1][C:2]1[C:6]2[CH:7]=[C:8]([C:11]3([C:14]([O:16]C)=[O:15])[CH2:13][CH2:12]3)[CH:9]=[CH:10][C:5]=2[O:4][N:3]=1.O[Li].O. The catalyst is CO.O. The product is [CH3:1][C:2]1[C:6]2[CH:7]=[C:8]([C:11]3([C:14]([OH:16])=[O:15])[CH2:12][CH2:13]3)[CH:9]=[CH:10][C:5]=2[O:4][N:3]=1. The yield is 0.320. (5) The reactants are CS([Cl:5])(=O)=O.[CH2:6](O)[CH2:7][C:8]1[CH:13]=[CH:12][CH:11]=[CH:10][CH:9]=1.C(N(CC)CC)C.[CH3:22][C:23]1([CH3:46])[CH:27]([N:28]2[CH2:32][CH2:31][CH2:30][CH2:29]2)[C:26]2[C:33]([CH3:45])=[C:34]([N:39]3[CH2:44][CH2:43][NH:42][CH2:41][CH2:40]3)[C:35]([CH3:38])=[C:36]([CH3:37])[C:25]=2[O:24]1.[ClH:47]. The catalyst is C(#N)C.C(OCC)(=O)C. The product is [ClH:5].[ClH:47].[CH3:22][C:23]1([CH3:46])[CH:27]([N:28]2[CH2:29][CH2:30][CH2:31][CH2:32]2)[C:26]2[C:33]([CH3:45])=[C:34]([N:39]3[CH2:40][CH2:41][N:42]([CH2:6][CH2:7][C:8]4[CH:13]=[CH:12][CH:11]=[CH:10][CH:9]=4)[CH2:43][CH2:44]3)[C:35]([CH3:38])=[C:36]([CH3:37])[C:25]=2[O:24]1. The yield is 0.180.